This data is from Reaction yield outcomes from USPTO patents with 853,638 reactions. The task is: Predict the reaction yield, written as a fraction of the theoretical maximum amount of product (1.0 means a 100% yield; for example, 0.34 means a 34% yield). (1) The reactants are [Br:1][C:2]1[CH:23]=[CH:22][C:5]([O:6][CH2:7][CH2:8][CH2:9][CH2:10][N:11]2C(=O)C3=CC=CC=C3C2=O)=[CH:4][CH:3]=1.O.NN.Cl. The catalyst is C(O)C.ClCCl. The product is [Br:1][C:2]1[CH:23]=[CH:22][C:5]([O:6][CH2:7][CH2:8][CH2:9][CH2:10][NH2:11])=[CH:4][CH:3]=1. The yield is 0.750. (2) The reactants are [F:1][C:2]1[C:9]([OH:10])=[CH:8][CH:7]=[C:6]([F:11])[C:3]=1[CH:4]=[O:5].Br[CH2:13][CH2:14][O:15][CH:16]1[CH2:21][CH2:20][CH2:19][CH2:18][O:17]1.C(=O)([O-])[O-].[K+].[K+].O. The product is [F:1][C:2]1[C:9]([O:10][CH2:13][CH2:14][O:15][CH:16]2[CH2:21][CH2:20][CH2:19][CH2:18][O:17]2)=[CH:8][CH:7]=[C:6]([F:11])[C:3]=1[CH:4]=[O:5]. The catalyst is CN(C)C=O. The yield is 0.660. (3) The yield is 0.390. The catalyst is C1COCC1. The reactants are [F:1][C:2]1[CH:7]=[CH:6][C:5]([N:8]2[C:16]3[C:11](=[CH:12][C:13]([C:17]4([C:22]5[CH:27]=[CH:26][CH:25]=[CH:24][CH:23]=5)[CH2:19][CH:18]4[C:20]#[N:21])=[CH:14][CH:15]=3)[CH:10]=[N:9]2)=[CH:4][CH:3]=1.[H-].[Al+3].[Li+].[H-].[H-].[H-].C(OCC)C.C(O)(C(F)(F)F)=O. The product is [F:1][C:2]1[CH:3]=[CH:4][C:5]([N:8]2[C:16]3[C:11](=[CH:12][C:13]([C:17]4([C:22]5[CH:23]=[CH:24][CH:25]=[CH:26][CH:27]=5)[CH2:19][CH:18]4[CH2:20][NH2:21])=[CH:14][CH:15]=3)[CH:10]=[N:9]2)=[CH:6][CH:7]=1. (4) The reactants are [Cl:1][C:2]1[S:6][C:5]([S:7]([NH:10][C@H:11]([CH2:19][OH:20])[C@H:12]([CH3:18])[CH2:13][C:14]([F:17])([F:16])[F:15])(=[O:9])=[O:8])=[CH:4][CH:3]=1.CC(OI1(OC(C)=O)(OC(C)=O)OC(=O)C2C=CC=CC1=2)=O.S([O-])([O-])(=O)=S.[Na+].[Na+]. The catalyst is C(Cl)Cl.CCOCC.C(=O)(O)[O-].[Na+].O.CCOC(C)=O.CCCCCC. The product is [Cl:1][C:2]1[S:6][C:5]([S:7]([NH:10][C@H:11]([CH:19]=[O:20])[C@H:12]([CH3:18])[CH2:13][C:14]([F:15])([F:16])[F:17])(=[O:9])=[O:8])=[CH:4][CH:3]=1. The yield is 0.889. (5) The reactants are [CH3:1][O:2][C:3](=[O:21])[C:4]1[CH:9]=[C:8]([CH:10]([OH:12])[CH3:11])[C:7]([C:13]([F:16])([F:15])[F:14])=[CH:6][C:5]=1[NH:17]C(=O)C.O.[C:23]1(C)C=CC(S(O)(=O)=O)=C[CH:24]=1.CCOC(C)=O. The catalyst is CCO. The product is [CH3:1][O:2][C:3](=[O:21])[C:4]1[CH:9]=[C:8]([CH:10]([O:12][CH2:23][CH3:24])[CH3:11])[C:7]([C:13]([F:14])([F:15])[F:16])=[CH:6][C:5]=1[NH2:17]. The yield is 0.570. (6) The reactants are C(N(C(OC(C)(C)C)=O)C1N=CN=C2C=1NC=N2)(OC(C)(C)C)=O.[NH2:25][C@H:26]([C:34]([OH:36])=[O:35])[CH2:27][C:28]1[CH:33]=[CH:32][CH:31]=[CH:30][CH:29]=1.[C:37]([N:44]([C:56]([O:58][C:59]([CH3:62])([CH3:61])[CH3:60])=[O:57])[C:45]1[CH:50]=[CH:49][N:48](CC(O)=O)[C:47](=[O:55])[N:46]=1)([O:39][C:40]([CH3:43])([CH3:42])[CH3:41])=[O:38]. No catalyst specified. The product is [C:56]([N:44]([C:37]([O:39][C:40]([CH3:43])([CH3:42])[CH3:41])=[O:38])[C:45]1[CH:50]=[CH:49][NH:48][C:47](=[O:55])[N:46]=1)([O:58][C:59]([CH3:62])([CH3:61])[CH3:60])=[O:57].[NH2:25][C@H:26]([C:34]([OH:36])=[O:35])[CH2:27][C:28]1[CH:33]=[CH:32][CH:31]=[CH:30][CH:29]=1. The yield is 0.830.